The task is: Predict the reactants needed to synthesize the given product.. This data is from Full USPTO retrosynthesis dataset with 1.9M reactions from patents (1976-2016). (1) Given the product [Cl:1][C:2]1[CH:44]=[CH:43][C:5]([CH2:6][N:7]2[C:15]3[C:10](=[N:11][C:12]([C:22]([OH:24])=[O:23])=[N:13][C:14]=3[NH:16][C@@H:17]([CH:19]3[CH2:21][CH2:20]3)[CH3:18])[N:9]=[C:8]2[C:26]2[CH:31]=[C:30]([CH3:32])[CH:29]=[CH:28][C:27]=2[O:33][CH2:34][CH2:35][CH2:36][N:37]2[CH2:38][CH2:39][O:40][CH2:41][CH2:42]2)=[CH:4][CH:3]=1, predict the reactants needed to synthesize it. The reactants are: [Cl:1][C:2]1[CH:44]=[CH:43][C:5]([CH2:6][N:7]2[C:15]3[C:10](=[N:11][C:12]([C:22]([O:24]C)=[O:23])=[N:13][C:14]=3[NH:16][C@@H:17]([CH:19]3[CH2:21][CH2:20]3)[CH3:18])[N:9]=[C:8]2[C:26]2[CH:31]=[C:30]([CH3:32])[CH:29]=[CH:28][C:27]=2[O:33][CH2:34][CH2:35][CH2:36][N:37]2[CH2:42][CH2:41][O:40][CH2:39][CH2:38]2)=[CH:4][CH:3]=1.CO.O.[OH-].[Li+]. (2) Given the product [CH3:3][N:8]1[C:16]2[C:11](=[CH:12][CH:13]=[CH:14][CH:15]=2)[C:10]([CH:17]2[CH2:22][CH2:21][N:20]([CH2:23][CH2:24][N:25]3[C:30](=[O:31])[C:29]4[CH:32]=[CH:33][CH:34]=[CH:35][C:28]=4[N:27]=[N:26]3)[CH2:19][CH2:18]2)=[CH:9]1, predict the reactants needed to synthesize it. The reactants are: [H-].[Na+].[CH2:3]1COCC1.[NH:8]1[C:16]2[C:11](=[CH:12][CH:13]=[CH:14][CH:15]=2)[C:10]([CH:17]2[CH2:22][CH2:21][N:20]([CH2:23][CH2:24][N:25]3[C:30](=[O:31])[C:29]4[CH:32]=[CH:33][CH:34]=[CH:35][C:28]=4[N:27]=[N:26]3)[CH2:19][CH2:18]2)=[CH:9]1.IC. (3) Given the product [Br:38][C:4]1[CH:3]=[CH:2][CH:7]=[CH:6][C:5]=1[C:8]1[N:12]([CH2:13][CH:14]2[CH2:19][CH2:18][CH2:17][CH2:16][CH2:15]2)[C:11]2[CH:25]=[C:26]([F:30])[C:27]([F:29])=[CH:28][C:10]=2[N:9]=1, predict the reactants needed to synthesize it. The reactants are: Cl[C:2]1[CH:7]=[CH:6][C:5]([C:8]2[N:12]([CH2:13][C:14]3[CH:19]=[CH:18][C:17](CCC(O)=O)=[CH:16][CH:15]=3)[C:11]3[CH:25]=[C:26]([F:30])[C:27]([F:29])=[CH:28][C:10]=3[N:9]=2)=[C:4](OCC2CCCC2)[CH:3]=1.[Br:38]C1C=CC=CC=1C1NC2C=C(F)C(F)=CC=2N=1.BrCC1CCCCC1. (4) Given the product [F:1][C:2]1[C:3]([NH2:8])=[N:4][CH:5]=[C:6]([I:16])[CH:7]=1, predict the reactants needed to synthesize it. The reactants are: [F:1][C:2]1[C:3]([NH2:8])=[N:4][CH:5]=[CH:6][CH:7]=1.C1C(=O)N([I:16])C(=O)C1. (5) Given the product [O:22]1[CH2:21][CH2:9][NH:11][CH:12]1[CH2:13][CH2:14][C:15]([OH:17])=[O:16], predict the reactants needed to synthesize it. The reactants are: C(O[C:9]([NH:11][C@H:12](C(O)=O)[CH2:13][CH2:14][C:15]([OH:17])=[O:16])=O)C1C=CC=CC=1.[CH2:21]=[O:22].O.C1(C)C=CC(S(O)(=O)=O)=CC=1.C1C=CC=CC=1. (6) Given the product [C:20]([C:28]1[CH:33]=[CH:32][C:31]([O:4][C:1](=[O:3])[N:10]([CH3:11])[C@H:9]2[CH2:8][NH:7][C:6]2=[O:5])=[CH:30][CH:29]=1)(=[O:27])[C:21]1[CH:26]=[CH:25][CH:24]=[CH:23][CH:22]=1, predict the reactants needed to synthesize it. The reactants are: [C:1]([O-:4])(=[O:3])C.[O:5]=[C:6]1[C@@H:9]([NH3+:10])[CH2:8][NH:7]1.[CH3:11]CN(C(C)C)C(C)C.[C:20]([C:28]1[CH:33]=[CH:32][C:31](C2C=CN(C([O-])=O)C(=O)C=2C)=[CH:30][CH:29]=1)(=[O:27])[C:21]1[CH:26]=[CH:25][CH:24]=[CH:23][CH:22]=1.